Dataset: Forward reaction prediction with 1.9M reactions from USPTO patents (1976-2016). Task: Predict the product of the given reaction. (1) The product is: [NH2:8][C:11]1[CH:37]=[CH:36][CH:35]=[CH:34][C:12]=1[CH2:13][NH:14][C:15]([NH:17][C:18]1[N:22]([C:23]2[CH:28]=[CH:27][C:26]([CH3:29])=[CH:25][CH:24]=2)[N:21]=[C:20]([C:30]([CH3:32])([CH3:33])[CH3:31])[CH:19]=1)=[O:16]. Given the reactants CO.C1COCC1.[N+:8]([C:11]1[CH:37]=[CH:36][CH:35]=[CH:34][C:12]=1[CH2:13][NH:14][C:15]([NH:17][C:18]1[N:22]([C:23]2[CH:28]=[CH:27][C:26]([CH3:29])=[CH:25][CH:24]=2)[N:21]=[C:20]([C:30]([CH3:33])([CH3:32])[CH3:31])[CH:19]=1)=[O:16])([O-])=O, predict the reaction product. (2) Given the reactants [NH2:1][CH2:2][CH2:3][O:4][C:5]1[CH:10]=[CH:9][CH:8]=[CH:7][C:6]=1[C:11]([NH:14][C:15]1[C:16](=[O:35])[N:17]([C:21]2[CH:22]=[C:23]([CH:30]=[C:31]([F:34])[C:32]=2[CH3:33])[C:24]([NH:26][CH:27]2[CH2:29][CH2:28]2)=[O:25])[CH:18]=[CH:19][N:20]=1)([CH3:13])[CH3:12].Br[CH:37]([CH3:42])[C:38]([O:40]C)=[O:39], predict the reaction product. The product is: [CH:27]1([NH:26][C:24]([C:23]2[CH:30]=[C:31]([F:34])[C:32]([CH3:33])=[C:21]([N:17]3[CH:18]=[CH:19][N:20]=[C:15]([NH:14][C:11]([C:6]4[CH:7]=[CH:8][CH:9]=[CH:10][C:5]=4[O:4][CH2:3][CH2:2][NH:1][CH2:42][CH2:37][C:38]([OH:40])=[O:39])([CH3:12])[CH3:13])[C:16]3=[O:35])[CH:22]=2)=[O:25])[CH2:28][CH2:29]1. (3) The product is: [CH:10]1([C:29]2[C:30]([O:45][CH2:46][CH:47]3[CH2:54][CH2:53][C:50]4([CH2:52][CH2:51]4)[CH2:49][CH2:48]3)=[CH:31][C:32]([F:44])=[C:33]([CH:43]=2)[C:34]([NH:36][S:37]([CH:40]2[CH2:41][CH2:42]2)(=[O:39])=[O:38])=[O:35])[CH2:1][CH2:2]1. Given the reactants [CH:1]12[CH2:10]C3CC(CC(C3)[CH:2]1OCC1C(Cl)=CC(C(NS(C)(=O)=O)=O)=C(F)C=1)C2.Cl[C:29]1[C:30]([O:45][CH2:46][CH:47]2[CH2:54][CH2:53][C:50]3([CH2:52][CH2:51]3)[CH2:49][CH2:48]2)=[CH:31][C:32]([F:44])=[C:33]([CH:43]=1)[C:34]([NH:36][S:37]([CH:40]1[CH2:42][CH2:41]1)(=[O:39])=[O:38])=[O:35], predict the reaction product.